This data is from Tyrosyl-DNA phosphodiesterase HTS with 341,365 compounds. The task is: Binary Classification. Given a drug SMILES string, predict its activity (active/inactive) in a high-throughput screening assay against a specified biological target. (1) The compound is FC(F)(F)c1oc(cc1CNC(=O)N1C2CCC1C(=C(C2)c1cc(OC)c(OC)cc1)C(OC)=O)C. The result is 0 (inactive). (2) The drug is OC(=O)c1cc2nc(c(nc2cc1)C)C. The result is 0 (inactive).